Dataset: Peptide-MHC class I binding affinity with 185,985 pairs from IEDB/IMGT. Task: Regression. Given a peptide amino acid sequence and an MHC pseudo amino acid sequence, predict their binding affinity value. This is MHC class I binding data. (1) The MHC is HLA-A11:01 with pseudo-sequence HLA-A11:01. The binding affinity (normalized) is 0. The peptide sequence is SLVWAPLILAYF. (2) The peptide sequence is QYSGFVRTL. The MHC is HLA-B44:02 with pseudo-sequence HLA-B44:02. The binding affinity (normalized) is 0.0847. (3) The peptide sequence is YICFQIGGY. The MHC is HLA-A80:01 with pseudo-sequence HLA-A80:01. The binding affinity (normalized) is 0.650. (4) The peptide sequence is RLDARLQVL. The MHC is HLA-A29:02 with pseudo-sequence HLA-A29:02. The binding affinity (normalized) is 0.360. (5) The peptide sequence is HIDPMWKVL. The MHC is HLA-A03:01 with pseudo-sequence HLA-A03:01. The binding affinity (normalized) is 0.0847. (6) The peptide sequence is LLDDFVEII. The MHC is HLA-A02:06 with pseudo-sequence HLA-A02:06. The binding affinity (normalized) is 0.531. (7) The peptide sequence is PEDDGTDWF. The MHC is HLA-A02:12 with pseudo-sequence HLA-A02:12. The binding affinity (normalized) is 0.0847.